Dataset: Reaction yield outcomes from USPTO patents with 853,638 reactions. Task: Predict the reaction yield, written as a fraction of the theoretical maximum amount of product (1.0 means a 100% yield; for example, 0.34 means a 34% yield). (1) The reactants are CC(=C)C[O:4][C:5]1[CH:6]=[C:7]2[C:12](=[CH:13][CH:14]=1)[NH:11][C:10](=[O:15])[CH2:9][CH2:8]2. The catalyst is O(C1C=CC=CC=1)C1C=CC=CC=1. The product is [OH:4][C:5]1[CH:6]=[C:7]2[C:12](=[CH:13][C:14]=1[CH2:8][C:7]([CH3:12])=[CH2:6])[NH:11][C:10](=[O:15])[CH2:9][CH2:8]2. The yield is 0.540. (2) The reactants are [Cl:1][C:2]1[C:3]([CH2:8][NH2:9])=[N:4][CH:5]=[CH:6][N:7]=1.Cl.[C:11]([N:21]1[CH2:29][CH2:28][CH2:27][CH2:26][C@H:22]1[C:23](O)=[O:24])([O:13][CH2:14][C:15]1[CH:20]=[CH:19][CH:18]=[CH:17][CH:16]=1)=[O:12].C(N(CC)CC)C.CN(C(ON1N=NC2C=CC=NC1=2)=[N+](C)C)C.F[P-](F)(F)(F)(F)F. The catalyst is ClCCl. The product is [Cl:1][C:2]1[C:3]([CH2:8][NH:9][C:23]([C@@H:22]2[CH2:26][CH2:27][CH2:28][CH2:29][N:21]2[C:11]([O:13][CH2:14][C:15]2[CH:16]=[CH:17][CH:18]=[CH:19][CH:20]=2)=[O:12])=[O:24])=[N:4][CH:5]=[CH:6][N:7]=1. The yield is 0.546.